Dataset: Forward reaction prediction with 1.9M reactions from USPTO patents (1976-2016). Task: Predict the product of the given reaction. (1) Given the reactants [C:1]([O:5][C:6]([NH:8][C@@H:9]([CH2:13][C:14]1[CH:19]=[CH:18][C:17]([O:20][CH3:21])=[CH:16][CH:15]=1)[C:10]([OH:12])=[O:11])=[O:7])([CH3:4])([CH3:3])[CH3:2].[CH3:22][Si](C=[N+]=[N-])(C)C, predict the reaction product. The product is: [CH3:22][O:11][C:10](=[O:12])[C@@H:9]([NH:8][C:6]([O:5][C:1]([CH3:3])([CH3:4])[CH3:2])=[O:7])[CH2:13][C:14]1[CH:19]=[CH:18][C:17]([O:20][CH3:21])=[CH:16][CH:15]=1. (2) Given the reactants [F:1][C:2]1[CH:3]=[CH:4][C:5]([N:10]2[CH:14]=[C:13]([CH3:15])[N:12]=[CH:11]2)=[C:6]([CH:9]=1)[C:7]#[N:8].[CH3:16][N+:17]([CH3:19])=[CH2:18].[I-], predict the reaction product. The product is: [CH3:16][N:17]([CH2:19][C:14]1[N:10]([C:5]2[CH:4]=[CH:3][C:2]([F:1])=[CH:9][C:6]=2[C:7]#[N:8])[CH:11]=[N:12][C:13]=1[CH3:15])[CH3:18].